Dataset: Full USPTO retrosynthesis dataset with 1.9M reactions from patents (1976-2016). Task: Predict the reactants needed to synthesize the given product. (1) Given the product [N:28]1[CH:33]=[CH:32][CH:31]=[C:30]([CH2:34][O:1][C:2]2[CH:3]=[C:4]([C:12]3[N:13]=[C:14]([CH2:17][N:18]4[CH:22]=[C:21]([C:23]([O:25][CH2:26][CH3:27])=[O:24])[CH:20]=[N:19]4)[S:15][CH:16]=3)[CH:5]=[C:6]([C:8]([F:9])([F:10])[F:11])[CH:7]=2)[CH:29]=1, predict the reactants needed to synthesize it. The reactants are: [OH:1][C:2]1[CH:3]=[C:4]([C:12]2[N:13]=[C:14]([CH2:17][N:18]3[CH:22]=[C:21]([C:23]([O:25][CH2:26][CH3:27])=[O:24])[CH:20]=[N:19]3)[S:15][CH:16]=2)[CH:5]=[C:6]([C:8]([F:11])([F:10])[F:9])[CH:7]=1.[N:28]1[CH:33]=[CH:32][CH:31]=[C:30]([CH2:34]O)[CH:29]=1.C1(P(C2C=CC=CC=2)C2C=CC=CC=2)C=CC=CC=1.N(C(OC(C)C)=O)=NC(OC(C)C)=O. (2) Given the product [N+:22]([C:13]1[CH:14]=[C:15]([S:18]([NH2:21])(=[O:19])=[O:20])[CH:16]=[CH:17][C:12]=1[O:8][CH2:7][CH:4]1[CH2:5][CH2:6][O:1][CH2:2][CH2:3]1)([O-:24])=[O:23], predict the reactants needed to synthesize it. The reactants are: [O:1]1[CH2:6][CH2:5][CH:4]([CH2:7][OH:8])[CH2:3][CH2:2]1.[H-].[Na+].F[C:12]1[CH:17]=[CH:16][C:15]([S:18]([NH2:21])(=[O:20])=[O:19])=[CH:14][C:13]=1[N+:22]([O-:24])=[O:23].O.